This data is from Reaction yield outcomes from USPTO patents with 853,638 reactions. The task is: Predict the reaction yield, written as a fraction of the theoretical maximum amount of product (1.0 means a 100% yield; for example, 0.34 means a 34% yield). (1) The reactants are Br[C:2]1[CH:3]=[C:4]2[C:9](=[CH:10][CH:11]=1)[N:8]=[C:7]([O:12][CH:13]1[CH2:18][CH2:17][CH:16]([C:19]([CH3:22])([CH3:21])[CH3:20])[CH2:15][CH2:14]1)[CH:6]=[CH:5]2.[O:23]1CCC[CH2:24]1.C([Li])CCC.C1CCCCC1.CN(C)C=O.Cl.C([O-])(O)=O.[Na+]. No catalyst specified. The product is [C:19]([C@H:16]1[CH2:17][CH2:18][C@H:13]([O:12][C:7]2[CH:6]=[CH:5][C:4]3[C:9](=[CH:10][CH:11]=[C:2]([CH:24]=[O:23])[CH:3]=3)[N:8]=2)[CH2:14][CH2:15]1)([CH3:22])([CH3:21])[CH3:20]. The yield is 0.310. (2) The reactants are C(OC([NH:8][N:9]=[C:10]1[CH2:15][CH2:14][CH:13]([O:16][Si](C(C)(C)C)(C)C)[CH2:12][CH2:11]1)=O)(C)(C)C.CO.C([BH3-])#N.[Na+].[ClH:30]. The catalyst is O1CCCC1.C([BH3-])#N.[Na+]. The product is [ClH:30].[NH:9]([CH:10]1[CH2:15][CH2:14][CH:13]([OH:16])[CH2:12][CH2:11]1)[NH2:8]. The yield is 0.960.